This data is from Reaction yield outcomes from USPTO patents with 853,638 reactions. The task is: Predict the reaction yield, written as a fraction of the theoretical maximum amount of product (1.0 means a 100% yield; for example, 0.34 means a 34% yield). (1) The reactants are Br[CH2:2][CH2:3][O:4][C:5]1[C:10]([O:11][CH2:12][CH2:13][CH:14]([C:16]2[CH:21]=[CH:20][C:19]([F:22])=[CH:18][CH:17]=2)[CH3:15])=[C:9]([O:23][CH3:24])[C:8]([Cl:25])=[C:7]([CH3:26])[C:6]=1[C:27](=[O:29])[CH3:28].[NH:30]1[CH:34]=[N:33][CH:32]=[N:31]1. No catalyst specified. The product is [Cl:25][C:8]1[C:7]([CH3:26])=[C:6]([C:27](=[O:29])[CH3:28])[C:5]([O:4][CH2:3][CH2:2][N:30]2[CH:34]=[N:33][CH:32]=[N:31]2)=[C:10]([O:11][CH2:12][CH2:13][CH:14]([C:16]2[CH:21]=[CH:20][C:19]([F:22])=[CH:18][CH:17]=2)[CH3:15])[C:9]=1[O:23][CH3:24]. The yield is 0.720. (2) The reactants are [F:1][C:2]1[CH:20]=[C:19]([N+:21]([O-])=O)[CH:18]=[CH:17][C:3]=1[O:4][C:5]1[CH:10]=[CH:9][N:8]=[C:7]2[CH:11]=[C:12]([C:14](Cl)=[O:15])[S:13][C:6]=12.[CH2:24]([NH:28][CH2:29][CH:30]([CH3:32])[CH3:31])[CH:25]([CH3:27])[CH3:26].Cl.[C:34]1([CH2:40][C:41]([N:43]=[C:44]=[S:45])=[O:42])[CH:39]=[CH:38][CH:37]=[CH:36][CH:35]=1. The catalyst is C(Cl)Cl.C1COCC1.[Fe].CO. The product is [F:1][C:2]1[CH:20]=[C:19]([NH:21][C:44]([NH:43][C:41](=[O:42])[CH2:40][C:34]2[CH:35]=[CH:36][CH:37]=[CH:38][CH:39]=2)=[S:45])[CH:18]=[CH:17][C:3]=1[O:4][C:5]1[CH:10]=[CH:9][N:8]=[C:7]2[CH:11]=[C:12]([C:14]([N:28]([CH2:29][CH:30]([CH3:32])[CH3:31])[CH2:24][CH:25]([CH3:27])[CH3:26])=[O:15])[S:13][C:6]=12. The yield is 0.180. (3) The reactants are [N:1]1([C:6]2[CH:11]=[CH:10][C:9](/[CH:12]=[CH:13]/[C:14]([C:16]3[CH:21]=[C:20]([Cl:22])[CH:19]=[C:18]([Cl:23])[CH:17]=3)=[O:15])=[CH:8][CH:7]=2)[CH:5]=[N:4][CH:3]=[N:2]1.[F:24][C:25]([Si](C)(C)C)([F:27])[F:26].[F-].C([N+](CCCC)(CCCC)CCCC)CCC.Cl. The catalyst is C1COCC1. The product is [N:1]1([C:6]2[CH:11]=[CH:10][C:9](/[CH:12]=[CH:13]/[C:14]([C:16]3[CH:17]=[C:18]([Cl:23])[CH:19]=[C:20]([Cl:22])[CH:21]=3)([OH:15])[C:25]([F:27])([F:26])[F:24])=[CH:8][CH:7]=2)[CH:5]=[N:4][CH:3]=[N:2]1. The yield is 0.250. (4) The reactants are [NH2:1][C:2]1[C:11]2[CH2:10][CH2:9][CH2:8][N:7]3[CH:12]=[C:13]([C:15]([O:17][CH2:18][CH3:19])=[O:16])[CH:14]=[C:6]3[C:5]=2[NH:4][N:3]=1.[C:20](O[C:20]([C:22]([F:25])([F:24])[F:23])=[O:21])([C:22]([F:25])([F:24])[F:23])=[O:21]. The catalyst is C(Cl)Cl. The product is [F:23][C:22]([F:25])([F:24])[C:20]([NH:1][C:2]1[C:11]2[CH2:10][CH2:9][CH2:8][N:7]3[CH:12]=[C:13]([C:15]([O:17][CH2:18][CH3:19])=[O:16])[CH:14]=[C:6]3[C:5]=2[NH:4][N:3]=1)=[O:21]. The yield is 0.920. (5) The reactants are C(OO)(C)(C)C.[Br:7][C:8]1[CH:9]=[C:10]([C:14]2([C:26]3[CH:31]=[CH:30][N:29]=[CH:28][CH:27]=3)[C:18]3=[N:19][CH2:20][C:21]([F:24])([F:23])[CH2:22][N:17]3[C:16](=S)[NH:15]2)[CH:11]=[CH:12][CH:13]=1.[NH3:32]. The catalyst is CO. The product is [Br:7][C:8]1[CH:9]=[C:10]([C:14]2([C:26]3[CH:31]=[CH:30][N:29]=[CH:28][CH:27]=3)[C:18]3=[N:19][CH2:20][C:21]([F:24])([F:23])[CH2:22][N:17]3[C:16]([NH2:32])=[N:15]2)[CH:11]=[CH:12][CH:13]=1. The yield is 0.300. (6) The reactants are [N:1]1[CH:6]=[CH:5][C:4]([C:7]2[C:8]3[S:16][CH:15]=[CH:14][C:9]=3[C:10](=[O:13])[NH:11][N:12]=2)=[CH:3][CH:2]=1.[N:17]1[C:26]2[C:21](=[CH:22][CH:23]=[CH:24][CH:25]=2)[CH:20]=[CH:19][C:18]=1[CH2:27][CH2:28]O.C1C=CC(P(C2C=CC=CC=2)C2C=CC=CC=2)=CC=1.CCOC(/N=N/C(OCC)=O)=O. The catalyst is C(Cl)Cl. The product is [N:1]1[CH:2]=[CH:3][C:4]([C:7]2[C:8]3[S:16][CH:15]=[CH:14][C:9]=3[C:10](=[O:13])[N:11]([CH2:28][CH2:27][C:18]3[CH:19]=[CH:20][C:21]4[C:26](=[CH:25][CH:24]=[CH:23][CH:22]=4)[N:17]=3)[N:12]=2)=[CH:5][CH:6]=1. The yield is 0.118.